From a dataset of Forward reaction prediction with 1.9M reactions from USPTO patents (1976-2016). Predict the product of the given reaction. Given the reactants [CH3:1][O:2][C:3]1[CH:4]=[C:5]([CH:33]=[CH:34][CH:35]=1)[CH2:6][O:7][C:8]1[CH:13]=[CH:12][C:11]([C:14]2[CH:19]=[CH:18][CH:17]=[C:16]([NH:20][C@H:21]([C:29]([O:31]C)=[O:30])[CH2:22][C:23]3[CH:28]=[CH:27][CH:26]=[CH:25][CH:24]=3)[CH:15]=2)=[CH:10][CH:9]=1.[OH-].[Na+].Cl, predict the reaction product. The product is: [CH3:1][O:2][C:3]1[CH:4]=[C:5]([CH:33]=[CH:34][CH:35]=1)[CH2:6][O:7][C:8]1[CH:9]=[CH:10][C:11]([C:14]2[CH:19]=[CH:18][CH:17]=[C:16]([NH:20][C@H:21]([C:29]([OH:31])=[O:30])[CH2:22][C:23]3[CH:24]=[CH:25][CH:26]=[CH:27][CH:28]=3)[CH:15]=2)=[CH:12][CH:13]=1.